From a dataset of Full USPTO retrosynthesis dataset with 1.9M reactions from patents (1976-2016). Predict the reactants needed to synthesize the given product. (1) Given the product [CH2:1]([C:3]1[N:4]=[C:5]([NH2:22])[CH:6]=[CH:7][C:8]=1[O:9][C:10]1[CH:15]=[CH:14][N:13]=[C:12]([C:16]2[CH:17]=[N:18][N:19]([CH3:21])[CH:20]=2)[CH:11]=1)[CH3:2], predict the reactants needed to synthesize it. The reactants are: [CH2:1]([C:3]1[C:8]([O:9][C:10]2[CH:15]=[CH:14][N:13]=[C:12]([C:16]3[CH:17]=[N:18][N:19]([CH3:21])[CH:20]=3)[CH:11]=2)=[CH:7][CH:6]=[C:5]([N+:22]([O-])=O)[N:4]=1)[CH3:2].[NH4+].[Cl-].C1COCC1.CCOC(C)=O. (2) Given the product [ClH:18].[CH3:1][C:2]1[N:3]=[C:4]([NH:7][CH2:8][CH2:9][NH2:10])[S:5][CH:6]=1, predict the reactants needed to synthesize it. The reactants are: [CH3:1][C:2]1[N:3]=[C:4]([NH:7][CH2:8][CH2:9][NH:10]C(=O)OC(C)(C)C)[S:5][CH:6]=1.[ClH:18]. (3) Given the product [OH:17][C:15]([CH3:30])([CH3:16])[CH2:14][CH2:13][C:11]1[O:10][N:9]=[C:8]([C:5]2[CH:6]=[CH:7][C:2]([CH3:1])=[C:3]([NH:18][C:19]([C:21]3[N:25]4[CH:26]=[CH:27][CH:28]=[CH:29][C:24]4=[N:23][CH:22]=3)=[O:20])[CH:4]=2)[N:12]=1, predict the reactants needed to synthesize it. The reactants are: [CH3:1][C:2]1[CH:7]=[CH:6][C:5]([C:8]2[N:12]=[C:11]([CH2:13][CH2:14][C:15](=[O:17])[CH3:16])[O:10][N:9]=2)=[CH:4][C:3]=1[NH:18][C:19]([C:21]1[N:25]2[CH:26]=[CH:27][CH:28]=[CH:29][C:24]2=[N:23][CH:22]=1)=[O:20].[CH3:30][Mg]Br. (4) Given the product [Cl:1][C:2]1[CH:7]=[CH:6][N:5]=[C:4]2[NH:8][C:9]([C:11]3[CH:12]=[CH:13][C:14]([CH2:17][N:19]4[CH2:20][CH2:21][N:22]([CH3:25])[CH2:23][CH2:24]4)=[CH:15][CH:16]=3)=[N:10][C:3]=12, predict the reactants needed to synthesize it. The reactants are: [Cl:1][C:2]1[CH:7]=[CH:6][N:5]=[C:4]2[NH:8][C:9]([C:11]3[CH:16]=[CH:15][C:14]([C:17]([N:19]4[CH2:24][CH2:23][N:22]([CH3:25])[CH2:21][CH2:20]4)=O)=[CH:13][CH:12]=3)=[N:10][C:3]=12.